Dataset: NCI-60 drug combinations with 297,098 pairs across 59 cell lines. Task: Regression. Given two drug SMILES strings and cell line genomic features, predict the synergy score measuring deviation from expected non-interaction effect. (1) Drug 1: CC1=C(C(=CC=C1)Cl)NC(=O)C2=CN=C(S2)NC3=CC(=NC(=N3)C)N4CCN(CC4)CCO. Drug 2: C#CCC(CC1=CN=C2C(=N1)C(=NC(=N2)N)N)C3=CC=C(C=C3)C(=O)NC(CCC(=O)O)C(=O)O. Cell line: CAKI-1. Synergy scores: CSS=35.5, Synergy_ZIP=-7.56, Synergy_Bliss=-8.44, Synergy_Loewe=-7.17, Synergy_HSA=-3.98. (2) Drug 1: C1=CC=C(C(=C1)C(C2=CC=C(C=C2)Cl)C(Cl)Cl)Cl. Drug 2: C1=NNC2=C1C(=O)NC=N2. Cell line: RXF 393. Synergy scores: CSS=-0.692, Synergy_ZIP=0.931, Synergy_Bliss=2.68, Synergy_Loewe=0.377, Synergy_HSA=0.574.